From a dataset of Full USPTO retrosynthesis dataset with 1.9M reactions from patents (1976-2016). Predict the reactants needed to synthesize the given product. (1) Given the product [CH2:61]([O:60][C:58]([N:51]1[C@H:19]([CH3:20])[CH2:18][N:6]([CH2:5][C:4]2[CH:22]=[CH:23][C:24]([O:26][CH3:27])=[CH:25][C:3]=2[O:2][CH3:1])[C:7](=[O:17])[C@@H:8]1[CH3:9])=[O:59])[C:62]1[CH:32]=[CH:33][CH:28]=[CH:29][CH:30]=1.[CH3:1][O:2][C:3]1[CH:25]=[C:24]([O:26][CH3:27])[CH:23]=[CH:22][C:4]=1[CH2:5][N:6]1[CH2:18][C@@H:19]([CH3:20])[N:10]([C:11](=[O:16])[C:12]([F:14])([F:13])[F:15])[C@@H:8]([CH3:9])[C:7]1=[O:17], predict the reactants needed to synthesize it. The reactants are: [CH3:1][O:2][C:3]1[CH:25]=[C:24]([O:26][CH3:27])[CH:23]=[CH:22][C:4]=1[CH2:5][N:6]([CH2:18][C@@H:19](O)[CH3:20])[C:7](=[O:17])[C@@H:8]([NH:10][C:11](=[O:16])[C:12]([F:15])([F:14])[F:13])[CH3:9].[C:28]1(OP(O[C:28]2[CH:33]=[CH:32]C=[CH:30][CH:29]=2)(O[C:28]2[CH:33]=[CH:32]C=[CH:30][CH:29]=2)=O)[CH:33]=[CH:32]C=[CH:30][CH:29]=1.[N:51]([C:58]([O:60][CH2:61][CH3:62])=[O:59])=[N:51][C:58]([O:60][CH2:61][CH3:62])=[O:59]. (2) Given the product [N+:1]([C:4]1[CH:9]=[CH:8][C:7]2[NH:10][C:31]([C:32]([OH:34])=[O:33])=[N:11][C:6]=2[CH:5]=1)([O-:3])=[O:2], predict the reactants needed to synthesize it. The reactants are: [N+:1]([C:4]1[CH:5]=[C:6]([NH2:11])[C:7]([NH2:10])=[CH:8][CH:9]=1)([O-:3])=[O:2].ClC(Cl)(Cl)C(=N)OC.[NH4+].[Cl-].CCN(C(C)C)C(C)C.[CH3:31][C:32]([OH:34])=[O:33]. (3) Given the product [Cl:1][C:2]1[CH:7]=[CH:6][C:5]([S:8]([NH:11][C:15]2[C:16]([C:22](=[O:31])[C:23]3[C:28]([F:29])=[CH:27][CH:26]=[CH:25][C:24]=3[Cl:30])=[N:17][CH:18]=[C:19]([Cl:21])[CH:20]=2)(=[O:9])=[O:10])=[CH:4][C:3]=1[C:32]([F:33])([F:34])[F:35], predict the reactants needed to synthesize it. The reactants are: [Cl:1][C:2]1[CH:7]=[CH:6][C:5]([S:8]([N:11]([C:15]2[C:16]([C:22](=[O:31])[C:23]3[C:28]([F:29])=[CH:27][CH:26]=[CH:25][C:24]=3[Cl:30])=[N:17][CH:18]=[C:19]([Cl:21])[CH:20]=2)COC)(=[O:10])=[O:9])=[CH:4][C:3]=1[C:32]([F:35])([F:34])[F:33].O. (4) Given the product [C:18]([C:16]1[NH:15][N:14]=[C:13]([CH2:12][CH2:11][C:8]2[CH:7]=[C:6]([C:1]([OH:3])=[O:2])[NH:10][N:9]=2)[CH:17]=1)([OH:20])=[O:19], predict the reactants needed to synthesize it. The reactants are: [C:1]([C:6]1[NH:10][N:9]=[C:8]([CH2:11][CH2:12][C:13]2[CH:17]=[C:16]([C:18]([O:20]CC)=[O:19])[NH:15][N:14]=2)[CH:7]=1)([O:3]CC)=[O:2].OS(O)(=O)=O. (5) Given the product [CH3:1][CH:2]([CH3:10])[C:3](=[O:9])[CH2:4][C:5]([O:25][CH:22]([CH3:24])[CH3:23])=[O:6], predict the reactants needed to synthesize it. The reactants are: [CH3:1][CH:2]([CH3:10])[C:3](=[O:9])[CH2:4][C:5](OC)=[O:6].C1(C)C=CC(S(O)(=O)=O)=CC=1.[CH:22]([OH:25])([CH3:24])[CH3:23]. (6) The reactants are: FC(F)(F)[C:3]([N:5](C)[C:6]1[CH:7]=[CH:8][C:9]2[N:10]([CH:12]=[C:13]([C:15]3[CH:20]=[CH:19][CH:18]=[C:17]([C:21]4[N:25]=[C:24]([C:26]([F:29])([F:28])[F:27])[O:23][N:22]=4)[CH:16]=3)[N:14]=2)[N:11]=1)=O.C([O-])([O-])=O.[K+].[K+]. Given the product [CH3:3][NH:5][C:6]1[CH:7]=[CH:8][C:9]2[N:10]([CH:12]=[C:13]([C:15]3[CH:20]=[CH:19][CH:18]=[C:17]([C:21]4[N:25]=[C:24]([C:26]([F:29])([F:27])[F:28])[O:23][N:22]=4)[CH:16]=3)[N:14]=2)[N:11]=1, predict the reactants needed to synthesize it. (7) Given the product [CH2:17]([O:16][CH:5]([CH2:6][C:7]1[CH:8]=[C:9]2[C:13](=[CH:14][CH:15]=1)[N:12]([CH2:21][C:22]1[N:23]=[C:24]([C:28]3[CH:33]=[CH:32][C:31]([F:34])=[C:30]([CH3:35])[CH:29]=3)[O:25][C:26]=1[CH3:27])[CH:11]=[CH:10]2)[C:4]([OH:3])=[O:19])[CH3:18], predict the reactants needed to synthesize it. The reactants are: C([O:3][C:4](=[O:19])[CH:5]([O:16][CH2:17][CH3:18])[CH2:6][C:7]1[CH:8]=[C:9]2[C:13](=[CH:14][CH:15]=1)[NH:12][CH:11]=[CH:10]2)C.Cl[CH2:21][C:22]1[N:23]=[C:24]([C:28]2[CH:33]=[CH:32][C:31]([F:34])=[C:30]([CH3:35])[CH:29]=2)[O:25][C:26]=1[CH3:27].